This data is from TCR-epitope binding with 47,182 pairs between 192 epitopes and 23,139 TCRs. The task is: Binary Classification. Given a T-cell receptor sequence (or CDR3 region) and an epitope sequence, predict whether binding occurs between them. (1) The epitope is FSKQLQQSM. The TCR CDR3 sequence is CASSELASGLAEQFF. Result: 0 (the TCR does not bind to the epitope). (2) The epitope is QVPLRPMTYK. The TCR CDR3 sequence is CASSQSLSQETQYF. Result: 0 (the TCR does not bind to the epitope).